Dataset: Reaction yield outcomes from USPTO patents with 853,638 reactions. Task: Predict the reaction yield, written as a fraction of the theoretical maximum amount of product (1.0 means a 100% yield; for example, 0.34 means a 34% yield). (1) The reactants are Cl[C:2]1[N:3]=[C:4]([N:12]2[CH2:17][CH2:16][O:15][CH2:14][C@@H:13]2[CH3:18])[C:5]2[CH2:10][N:9]([CH3:11])[CH2:8][C:6]=2[N:7]=1.[F:19][C:20]1[C:25]([F:26])=[C:24](B2OC(C)(C)C(C)(C)O2)[CH:23]=[CH:22][C:21]=1[NH:36][C:37]([NH:39][CH2:40][CH3:41])=[O:38]. No catalyst specified. The product is [F:19][C:20]1[C:25]([F:26])=[C:24]([C:2]2[N:3]=[C:4]([N:12]3[CH2:17][CH2:16][O:15][CH2:14][C@@H:13]3[CH3:18])[C:5]3[CH2:10][N:9]([CH3:11])[CH2:8][C:6]=3[N:7]=2)[CH:23]=[CH:22][C:21]=1[NH:36][C:37]([NH:39][CH2:40][CH3:41])=[O:38]. The yield is 0.0420. (2) The reactants are C[N:2](C)/[C:3](/[CH3:39])=[CH:4]\[C:5]([C:7]1[N:8]=[CH:9][N:10]2[C:15]3[CH:16]=[CH:17][CH:18]=[C:19]([CH2:20][CH2:21][N:22]4[CH2:27][CH2:26][N:25]([C:28]5[CH:37]=[CH:36][CH:35]=[C:34]6[C:29]=5[CH:30]=[CH:31][C:32]([CH3:38])=[N:33]6)[CH2:24][CH2:23]4)[C:14]=3[O:13][CH2:12][C:11]=12)=[O:6].[ClH:41].NO. The catalyst is C(O)C. The product is [ClH:41].[ClH:41].[CH3:39][C:3]1[CH:4]=[C:5]([C:7]2[N:8]=[CH:9][N:10]3[C:15]4[CH:16]=[CH:17][CH:18]=[C:19]([CH2:20][CH2:21][N:22]5[CH2:27][CH2:26][N:25]([C:28]6[CH:37]=[CH:36][CH:35]=[C:34]7[C:29]=6[CH:30]=[CH:31][C:32]([CH3:38])=[N:33]7)[CH2:24][CH2:23]5)[C:14]=4[O:13][CH2:12][C:11]=23)[O:6][N:2]=1. The yield is 0.480. (3) The reactants are O[C@@H](C1C=CC=CC=1)C(O)=O.[CH3:12][C@H:13]1[CH2:18][CH2:17][CH2:16][NH:15][CH2:14]1.[OH-].[Na+].[CH3:21][C:22]([O:25][C:26](O[C:26]([O:25][C:22]([CH3:24])([CH3:23])[CH3:21])=[O:27])=[O:27])([CH3:24])[CH3:23]. The catalyst is C1COCC1. The product is [CH3:12][C@H:13]1[CH2:18][CH2:17][CH2:16][N:15]([C:26]([O:25][C:22]([CH3:24])([CH3:23])[CH3:21])=[O:27])[CH2:14]1. The yield is 0.870.